From a dataset of Catalyst prediction with 721,799 reactions and 888 catalyst types from USPTO. Predict which catalyst facilitates the given reaction. (1) Reactant: [CH2:1]([O:3][CH:4]([C:11]1[CH:16]=[CH:15][C:14]([OH:17])=[CH:13][CH:12]=1)[CH2:5][C:6]([O:8][CH2:9][CH3:10])=[O:7])[CH3:2].[Cl:18][C:19]1[CH:20]=[C:21]([CH2:26][CH2:27][CH2:28]O)[CH:22]=[CH:23][C:24]=1[Cl:25].C1(P(C2C=CC=CC=2)C2C=CC=CC=2)C=CC=CC=1.C1(C)C=CC=CC=1.N(C(OCC)=O)=NC(OCC)=O. Product: [Cl:18][C:19]1[CH:20]=[C:21]([CH2:26][CH2:27][CH2:28][O:17][C:14]2[CH:13]=[CH:12][C:11]([CH:4]([O:3][CH2:1][CH3:2])[CH2:5][C:6]([O:8][CH2:9][CH3:10])=[O:7])=[CH:16][CH:15]=2)[CH:22]=[CH:23][C:24]=1[Cl:25]. The catalyst class is: 7. (2) Reactant: Cl.[C:2]1([N:8]([C:52]2[CH:57]=[CH:56][CH:55]=[CH:54][CH:53]=2)[C:9](=[O:51])[CH2:10][C@@H:11]2[O:16]C(C)(C)[O:14][C@H:13]([CH2:19][CH2:20][N:21]3[C:25]([C:26]4[CH:31]=[CH:30][C:29]([F:32])=[CH:28][CH:27]=4)=[C:24]([C:33]4[CH:38]=[CH:37][CH:36]=[CH:35][CH:34]=4)[C:23]([C:39]([NH:41][C:42]4[CH:47]=[CH:46][CH:45]=[CH:44][CH:43]=4)=[O:40])=[C:22]3[CH:48]([CH3:50])[CH3:49])[CH2:12]2)[CH:7]=[CH:6][CH:5]=[CH:4][CH:3]=1. Product: [F:32][C:29]1[CH:30]=[CH:31][C:26]([C:25]2[N:21]([CH2:20][CH2:19][CH:13]([OH:14])[CH2:12][CH:11]([OH:16])[CH2:10][C:9]([N:8]([C:52]3[CH:57]=[CH:56][CH:55]=[CH:54][CH:53]=3)[C:2]3[CH:7]=[CH:6][CH:5]=[CH:4][CH:3]=3)=[O:51])[C:22]([CH:48]([CH3:50])[CH3:49])=[C:23]([C:39]([NH:41][C:42]3[CH:47]=[CH:46][CH:45]=[CH:44][CH:43]=3)=[O:40])[C:24]=2[C:33]2[CH:38]=[CH:37][CH:36]=[CH:35][CH:34]=2)=[CH:27][CH:28]=1. The catalyst class is: 5. (3) Reactant: [F:1][C:2]1[CH:7]=[C:6](I)[C:5]([O:9][CH3:10])=[CH:4][C:3]=1[C:11]1[CH:16]=[CH:15][CH:14]=[C:13]([F:17])[CH:12]=1.[Li]CCCC.[B:23](OC)([O:26]C)[O:24]C. Product: [F:1][C:2]1[CH:7]=[C:6]([B:23]([OH:26])[OH:24])[C:5]([O:9][CH3:10])=[CH:4][C:3]=1[C:11]1[CH:16]=[CH:15][CH:14]=[C:13]([F:17])[CH:12]=1. The catalyst class is: 1. (4) Reactant: Cl[C:2]([O:4][CH2:5][CH3:6])=[O:3].C[Si](C)(C)[N-][Si](C)(C)C.[Li+].[O:17]([CH2:35][C:36]1([C@H:39]2[CH2:43][C:42](=[O:44])[N:41]([C@H:45]([C:47]3[CH:52]=[CH:51][CH:50]=[CH:49][CH:48]=3)[CH3:46])[CH2:40]2)[CH2:38][CH2:37]1)[Si:18]([C:31]([CH3:34])([CH3:33])[CH3:32])([C:25]1[CH:30]=[CH:29][CH:28]=[CH:27][CH:26]=1)[C:19]1[CH:24]=[CH:23][CH:22]=[CH:21][CH:20]=1. Product: [CH2:5]([O:4][C:2]([CH:43]1[C:42](=[O:44])[N:41]([C@H:45]([C:47]2[CH:52]=[CH:51][CH:50]=[CH:49][CH:48]=2)[CH3:46])[CH2:40][C@H:39]1[C:36]1([CH2:35][O:17][Si:18]([C:31]([CH3:32])([CH3:34])[CH3:33])([C:19]2[CH:20]=[CH:21][CH:22]=[CH:23][CH:24]=2)[C:25]2[CH:26]=[CH:27][CH:28]=[CH:29][CH:30]=2)[CH2:37][CH2:38]1)=[O:3])[CH3:6]. The catalyst class is: 7. (5) Reactant: [C:1]([O:5][C:6]([N:8]1[CH2:13][CH2:12][CH2:11][CH2:10][CH:9]1[CH2:14][CH2:15][CH2:16][OH:17])=[O:7])([CH3:4])([CH3:3])[CH3:2].C[N+]1([O-])CCOCC1. Product: [C:1]([O:5][C:6]([N:8]1[CH2:13][CH2:12][CH2:11][CH2:10][CH:9]1[CH2:14][CH2:15][CH:16]=[O:17])=[O:7])([CH3:4])([CH3:3])[CH3:2]. The catalyst class is: 678. (6) Reactant: Cl[C:2]1[C:3]2[C:4](=[CH:16][N:17](CC3C=CC(OC)=CC=3)[N:18]=2)[N:5]=[C:6]([C:8]([C:10]2[CH:15]=[CH:14][CH:13]=[CH:12][CH:11]=2)=[O:9])[N:7]=1.[CH3:28][N:29]1[CH2:34][CH2:33][CH:32]([CH2:35][NH2:36])[CH2:31][CH2:30]1.Cl. Product: [CH3:28][N:29]1[CH2:34][CH2:33][CH:32]([CH2:35][NH:36][C:2]2[C:3]3[NH:18][N:17]=[CH:16][C:4]=3[N:5]=[C:6]([C:8]([C:10]3[CH:11]=[CH:12][CH:13]=[CH:14][CH:15]=3)=[O:9])[N:7]=2)[CH2:31][CH2:30]1. The catalyst class is: 71. (7) Reactant: [CH2:1]([O:8][C:9]1[N:24]=[C:23]([C:25]2[CH:26]=[C:27]3[C:31](=[CH:32][CH:33]=2)[N:30]([CH3:34])[CH:29]=[CH:28]3)[C:22]([OH:35])=[C:21]([O:36][CH2:37][C:38]2[CH:43]=[CH:42][CH:41]=[CH:40][CH:39]=2)[C:10]=1[C:11]([O:13][CH2:14][C:15]1[CH:20]=[CH:19][CH:18]=[CH:17][CH:16]=1)=[O:12])[C:2]1[CH:7]=[CH:6][CH:5]=[CH:4][CH:3]=1.[H-].[Na+].I[CH3:47]. Product: [CH2:1]([O:8][C:9]1[N:24]=[C:23]([C:25]2[CH:26]=[C:27]3[C:31](=[CH:32][CH:33]=2)[N:30]([CH3:34])[CH:29]=[CH:28]3)[C:22]([O:35][CH3:47])=[C:21]([O:36][CH2:37][C:38]2[CH:43]=[CH:42][CH:41]=[CH:40][CH:39]=2)[C:10]=1[C:11]([O:13][CH2:14][C:15]1[CH:16]=[CH:17][CH:18]=[CH:19][CH:20]=1)=[O:12])[C:2]1[CH:7]=[CH:6][CH:5]=[CH:4][CH:3]=1. The catalyst class is: 3. (8) The catalyst class is: 93. Product: [CH2:37]([C:2]1[C:3]([CH3:28])=[C:4]([C:15]([NH:18][S:19]([C:22]2[CH:23]=[N:24][CH:25]=[CH:26][CH:27]=2)(=[O:20])=[O:21])=[CH:16][CH:17]=1)[C:5]([O:7][CH2:8][C:9]1[CH:10]=[CH:11][CH:12]=[CH:13][CH:14]=1)=[O:6])[CH2:38][CH2:39][CH3:40]. Reactant: Br[C:2]1[C:3]([CH3:28])=[C:4]([C:15]([NH:18][S:19]([C:22]2[CH:23]=[N:24][CH:25]=[CH:26][CH:27]=2)(=[O:21])=[O:20])=[CH:16][CH:17]=1)[C:5]([O:7][CH2:8][C:9]1[CH:14]=[CH:13][CH:12]=[CH:11][CH:10]=1)=[O:6].[O-]P([O-])([O-])=O.[K+].[K+].[K+].[CH2:37](B(O)O)[CH2:38][CH2:39][CH3:40]. (9) Reactant: [Br-].[CH2:2]([O:9][CH2:10][CH2:11][CH2:12][P+](C1C=CC=CC=1)(C1C=CC=CC=1)C1C=CC=CC=1)[C:3]1[CH:8]=[CH:7][CH:6]=[CH:5][CH:4]=1.[K].CC(C)([O-])C.[CH:38]1([NH:44][C:45]2[CH:54]=[C:53]3[C:48]([C:49](=[O:62])[C:50]([CH:60]=O)=[CH:51][N:52]3[CH:55]([CH2:58][CH3:59])[CH2:56][CH3:57])=[CH:47][C:46]=2[F:63])[CH2:43][CH2:42][CH2:41][CH2:40][CH2:39]1.[Cl-].[NH4+]. Product: [CH2:2]([O:9][CH2:10][CH2:11][CH:12]=[CH:60][C:50]1[C:49](=[O:62])[C:48]2[C:53](=[CH:54][C:45]([NH:44][CH:38]3[CH2:39][CH2:40][CH2:41][CH2:42][CH2:43]3)=[C:46]([F:63])[CH:47]=2)[N:52]([CH:55]([CH2:56][CH3:57])[CH2:58][CH3:59])[CH:51]=1)[C:3]1[CH:4]=[CH:5][CH:6]=[CH:7][CH:8]=1. The catalyst class is: 1.